Dataset: NCI-60 drug combinations with 297,098 pairs across 59 cell lines. Task: Regression. Given two drug SMILES strings and cell line genomic features, predict the synergy score measuring deviation from expected non-interaction effect. (1) Synergy scores: CSS=-1.55, Synergy_ZIP=1.15, Synergy_Bliss=-3.94, Synergy_Loewe=-7.85, Synergy_HSA=-7.40. Drug 1: CNC(=O)C1=CC=CC=C1SC2=CC3=C(C=C2)C(=NN3)C=CC4=CC=CC=N4. Cell line: SK-MEL-2. Drug 2: C1=CC(=CC=C1CC(C(=O)O)N)N(CCCl)CCCl.Cl. (2) Drug 1: CCC1(CC2CC(C3=C(CCN(C2)C1)C4=CC=CC=C4N3)(C5=C(C=C6C(=C5)C78CCN9C7C(C=CC9)(C(C(C8N6C)(C(=O)OC)O)OC(=O)C)CC)OC)C(=O)OC)O.OS(=O)(=O)O. Drug 2: C1=CC=C(C=C1)NC(=O)CCCCCCC(=O)NO. Cell line: SF-539. Synergy scores: CSS=16.4, Synergy_ZIP=-2.06, Synergy_Bliss=3.07, Synergy_Loewe=1.19, Synergy_HSA=1.22. (3) Drug 1: CS(=O)(=O)CCNCC1=CC=C(O1)C2=CC3=C(C=C2)N=CN=C3NC4=CC(=C(C=C4)OCC5=CC(=CC=C5)F)Cl. Drug 2: B(C(CC(C)C)NC(=O)C(CC1=CC=CC=C1)NC(=O)C2=NC=CN=C2)(O)O. Cell line: HOP-92. Synergy scores: CSS=14.7, Synergy_ZIP=2.86, Synergy_Bliss=2.33, Synergy_Loewe=-33.1, Synergy_HSA=-6.20. (4) Drug 1: C1=CN(C(=O)N=C1N)C2C(C(C(O2)CO)O)O.Cl. Drug 2: C1=NNC2=C1C(=O)NC=N2. Cell line: OVCAR-8. Synergy scores: CSS=31.7, Synergy_ZIP=-0.881, Synergy_Bliss=-2.56, Synergy_Loewe=-24.8, Synergy_HSA=-2.98. (5) Drug 1: C1CC(=O)NC(=O)C1N2CC3=C(C2=O)C=CC=C3N. Drug 2: CC1=C2C(C(=O)C3(C(CC4C(C3C(C(C2(C)C)(CC1OC(=O)C(C(C5=CC=CC=C5)NC(=O)OC(C)(C)C)O)O)OC(=O)C6=CC=CC=C6)(CO4)OC(=O)C)O)C)O. Cell line: IGROV1. Synergy scores: CSS=26.6, Synergy_ZIP=-7.33, Synergy_Bliss=2.17, Synergy_Loewe=4.67, Synergy_HSA=4.73. (6) Drug 1: C(=O)(N)NO. Drug 2: C1CN(P(=O)(OC1)NCCCl)CCCl. Cell line: PC-3. Synergy scores: CSS=-2.05, Synergy_ZIP=0.224, Synergy_Bliss=-1.81, Synergy_Loewe=-0.932, Synergy_HSA=-2.95. (7) Drug 1: CC1CCC2CC(C(=CC=CC=CC(CC(C(=O)C(C(C(=CC(C(=O)CC(OC(=O)C3CCCCN3C(=O)C(=O)C1(O2)O)C(C)CC4CCC(C(C4)OC)OCCO)C)C)O)OC)C)C)C)OC. Drug 2: CCN(CC)CCCC(C)NC1=C2C=C(C=CC2=NC3=C1C=CC(=C3)Cl)OC. Cell line: RPMI-8226. Synergy scores: CSS=23.4, Synergy_ZIP=-9.95, Synergy_Bliss=-8.22, Synergy_Loewe=-11.3, Synergy_HSA=-3.83.